Dataset: Catalyst prediction with 721,799 reactions and 888 catalyst types from USPTO. Task: Predict which catalyst facilitates the given reaction. (1) Reactant: [F:1][C:2]1[CH:15]=[CH:14][CH:13]=[CH:12][C:3]=1[CH2:4][CH:5]1[NH:9][C:8](=[O:10])[NH:7][C:6]1=[O:11].[C:16](=[O:19])([O-])[O-].[K+].[K+]. Product: [F:1][C:2]1[CH:15]=[CH:14][CH:13]=[CH:12][C:3]=1[CH2:4][CH:5]1[NH:9][C:8](=[O:10])[N:7]([CH2:4][C:3]2[CH:12]=[CH:13][C:14]([O:19][CH3:16])=[CH:15][CH:2]=2)[C:6]1=[O:11]. The catalyst class is: 3. (2) Reactant: I[CH2:2][C@@H:3]([CH3:16])[CH2:4][N:5]1[C:14]2[C:9](=[CH:10][CH:11]=[CH:12][CH:13]=2)[CH2:8][CH2:7][C:6]1=[O:15].[CH2:17]([O:20][CH:21]1[CH2:26][CH2:25][NH:24][CH2:23][CH2:22]1)[CH2:18][CH3:19]. Product: [CH3:16][C@H:3]([CH2:2][N:24]1[CH2:25][CH2:26][CH:21]([O:20][CH2:17][CH2:18][CH3:19])[CH2:22][CH2:23]1)[CH2:4][N:5]1[C:14]2[C:9](=[CH:10][CH:11]=[CH:12][CH:13]=2)[CH2:8][CH2:7][C:6]1=[O:15]. The catalyst class is: 23. (3) Reactant: CO[C:3]1[C:8]([C:9]2[CH:13]=[CH:12][N:11]([CH3:14])[N:10]=2)=[CH:7][N:6]([C:15]2[C:20]([C:21]#[N:22])=[CH:19][CH:18]=[CH:17][N:16]=2)[C:5](=O)[C:4]=1[C:24]#[N:25].[OH2:26].[NH2:27][NH2:28].C(O)C. Product: [NH2:25][C:24]1[C:4]2[C:5](=[O:26])[N:6]([C:15]3[N:16]=[CH:17][CH:18]=[CH:19][C:20]=3[C:21]#[N:22])[CH:7]=[C:8]([C:9]3[CH:13]=[CH:12][N:11]([CH3:14])[N:10]=3)[C:3]=2[NH:28][N:27]=1. The catalyst class is: 7. (4) Reactant: [CH3:1][O:2][C:3]1[CH:8]=[CH:7][C:6]([OH:9])=[CH:5][CH:4]=1.[C:10](#[N:13])[CH:11]=[CH2:12].C(N(CC)C(C)C)(C)C. Product: [CH3:1][O:2][C:3]1[CH:8]=[CH:7][C:6]([O:9][CH2:12][CH2:11][C:10]#[N:13])=[CH:5][CH:4]=1. The catalyst class is: 66. (5) Reactant: [N+:1]([C:4]1[CH:5]=[C:6]([CH:10]=[CH:11][C:12]=1[N+:13]([O-:15])=[O:14])[C:7]([OH:9])=O)([O-:3])=[O:2].C(Cl)(=O)C(Cl)=O.Cl.[CH3:23][NH:24][O:25][CH3:26].N1C=CC=CC=1. The catalyst class is: 204. Product: [CH3:23][N:24]([O:25][CH3:26])[C:7](=[O:9])[C:6]1[CH:10]=[CH:11][C:12]([N+:13]([O-:15])=[O:14])=[C:4]([N+:1]([O-:3])=[O:2])[CH:5]=1. (6) Reactant: [CH2:1]([NH:3][C:4]([O:6][C@H:7]1[CH2:11][CH2:10][N:9](C(OC(C)(C)C)=O)[CH2:8]1)=[O:5])[CH3:2].Cl. Product: [CH2:1]([NH:3][C:4](=[O:5])[O:6][C@H:7]1[CH2:11][CH2:10][NH:9][CH2:8]1)[CH3:2]. The catalyst class is: 12. (7) Reactant: [CH2:1]([O:3][C:4](=[O:30])[CH:5]=[CH:6][C:7]1[N:8]=[C:9]([NH:12][C:13]([NH:15][C:16]2[CH:21]=[CH:20][C:19]([CH3:22])=[CH:18][C:17]=2[C:23]([CH:25]2[CH2:29][CH2:28][CH2:27][CH2:26]2)=[O:24])=[O:14])[S:10][CH:11]=1)[CH3:2]. The catalyst class is: 45. Product: [CH2:1]([O:3][C:4](=[O:30])[CH2:5][CH2:6][C:7]1[N:8]=[C:9]([NH:12][C:13]([NH:15][C:16]2[CH:21]=[CH:20][C:19]([CH3:22])=[CH:18][C:17]=2[C:23]([CH:25]2[CH2:29][CH2:28][CH2:27][CH2:26]2)=[O:24])=[O:14])[S:10][CH:11]=1)[CH3:2].